Dataset: Forward reaction prediction with 1.9M reactions from USPTO patents (1976-2016). Task: Predict the product of the given reaction. (1) The product is: [CH:9]1[NH:18][CH:5]=[CH:6][C:11]2[C:10]=1[CH:14]=[CH:13][CH:12]=2. Given the reactants CC(O[CH2:5][C:6]1[C:11]2=[CH:12][CH:13]=[C:14](C=O)[C:10]2=[CH:9]OC=1)=O.C[N:18](C)CCCN, predict the reaction product. (2) Given the reactants C(O[C:6]([N:8]1[CH2:12][CH2:11][CH2:10][CH:9]1[C:13]1[CH:18]=[CH:17][C:16]([NH2:19])=[CH:15][CH:14]=1)=O)(C)(C)C.BrC1C=CC(CN2CCC[CH:27]2[CH2:31][O:32][CH2:33]C)=CC=1, predict the reaction product. The product is: [CH2:31]([O:32][CH2:33][CH:6]1[CH2:10][CH2:11][CH2:12][N:8]1[CH2:9][C:13]1[CH:14]=[CH:15][C:16]([NH2:19])=[CH:17][CH:18]=1)[CH3:27].